This data is from Reaction yield outcomes from USPTO patents with 853,638 reactions. The task is: Predict the reaction yield, written as a fraction of the theoretical maximum amount of product (1.0 means a 100% yield; for example, 0.34 means a 34% yield). The reactants are N[C:2]1[C:10]([O:11]C)=[CH:9][CH:8]=[CH:7][C:3]=1C(O)=O.[CH3:13][Mg]Br.[N].[Cl-].[NH4+].[C:19]([N:26]1[CH:30]=[CH:29]N=C1)(N1C=CN=C1)=[O:20].C1C[O:34][CH2:33]C1. The catalyst is C(OCC)(=O)C. The product is [CH3:33][O:34][C:29]1[C:30]2[NH:26][C:19](=[O:20])[O:11][C:10]([CH3:2])([CH3:13])[C:9]=2[CH:8]=[CH:7][CH:3]=1. The yield is 0.560.